Dataset: Forward reaction prediction with 1.9M reactions from USPTO patents (1976-2016). Task: Predict the product of the given reaction. (1) The product is: [OH:11][CH2:12][CH:13]([CH2:15][OH:16])[OH:14].[C:1]([O-:10])(=[O:9])[CH2:2][CH2:3][CH2:4][CH2:5][C:6]([O-:8])=[O:7]. Given the reactants [C:1]([OH:10])(=[O:9])[CH2:2][CH2:3][CH2:4][CH2:5][C:6]([OH:8])=[O:7].[OH:11][CH2:12][CH:13]([CH2:15][OH:16])[OH:14], predict the reaction product. (2) The product is: [NH2:1][C:2]1[C:7]2[N:8]3[CH2:22][CH2:21][N:20]([CH3:23])[C:19](=[O:24])[C:9]3=[C:10]([OH:11])[C:6]=2[C:5](=[O:25])[N:4]([CH2:26][C:27]2[CH:32]=[CH:31][C:30]([F:33])=[CH:29][CH:28]=2)[N:3]=1. Given the reactants [NH2:1][C:2]1[C:7]2[N:8]3[CH2:22][CH2:21][N:20]([CH3:23])[C:19](=[O:24])[C:9]3=[C:10]([O:11]CC3C=CC=CC=3)[C:6]=2[C:5](=[O:25])[N:4]([CH2:26][C:27]2[CH:32]=[CH:31][C:30]([F:33])=[CH:29][CH:28]=2)[N:3]=1.B(Br)(Br)Br, predict the reaction product.